This data is from Reaction yield outcomes from USPTO patents with 853,638 reactions. The task is: Predict the reaction yield, written as a fraction of the theoretical maximum amount of product (1.0 means a 100% yield; for example, 0.34 means a 34% yield). (1) The reactants are [NH2:1][C:2]1[CH:9]=[CH:8][C:5]([C:6]#[N:7])=[CH:4][C:3]=1[NH:10][CH2:11][C@@H:12]1[CH2:16][CH2:15][N:14]([C:17]([CH:19]2[CH2:21][CH2:20]2)=[O:18])[CH2:13]1.[Br:22][C:23]1[CH:30]=[CH:29][C:26]([CH:27]=O)=[CH:25][CH:24]=1.CO.C(Cl)Cl. The catalyst is C(O)CCC. The product is [Br:22][C:23]1[CH:30]=[CH:29][C:26]([C:27]2[N:10]([CH2:11][C@@H:12]3[CH2:16][CH2:15][N:14]([C:17]([CH:19]4[CH2:20][CH2:21]4)=[O:18])[CH2:13]3)[C:3]3[CH:4]=[C:5]([C:6]#[N:7])[CH:8]=[CH:9][C:2]=3[N:1]=2)=[CH:25][CH:24]=1. The yield is 0.830. (2) The product is [C:23]([O:26][CH2:27][C:28]([NH:1][C:2]1[CH:3]=[CH:4][C:5]([S:8]([NH:11][C:12]2[C:21]([Cl:22])=[N:20][C:19]3[C:14](=[CH:15][CH:16]=[CH:17][CH:18]=3)[N:13]=2)(=[O:10])=[O:9])=[CH:6][CH:7]=1)=[O:29])(=[O:25])[CH3:24]. The reactants are [NH2:1][C:2]1[CH:7]=[CH:6][C:5]([S:8]([NH:11][C:12]2[C:21]([Cl:22])=[N:20][C:19]3[C:14](=[CH:15][CH:16]=[CH:17][CH:18]=3)[N:13]=2)(=[O:10])=[O:9])=[CH:4][CH:3]=1.[C:23]([O:26][CH2:27][C:28](Cl)=[O:29])(=[O:25])[CH3:24].C(N(C(C)C)C(C)C)C. The yield is 0.950. The catalyst is C(Cl)Cl. (3) The reactants are ClC(Cl)(Cl)CO[C:5](=[O:15])[NH:6][C:7]1[CH:12]=[CH:11][CH:10]=[C:9]([Cl:13])[C:8]=1[Cl:14].[NH2:18][C:19]1[CH:23]=[C:22]([C:24]([CH3:27])([CH3:26])[CH3:25])[NH:21][N:20]=1.O. The catalyst is CN(C=O)C. The product is [C:24]([C:22]1[CH:23]=[C:19]([NH:18][C:5]([NH:6][C:7]2[CH:12]=[CH:11][CH:10]=[C:9]([Cl:13])[C:8]=2[Cl:14])=[O:15])[NH:20][N:21]=1)([CH3:27])([CH3:26])[CH3:25]. The yield is 0.590. (4) The reactants are [CH3:1][N:2]([CH:4]=O)C.N[C:7]1[CH:12]=[CH:11][CH:10]=[CH:9][C:8]=1S.CC(OC(C)=O)=O. The catalyst is C1C=CC=CC=1. The product is [NH:2]1[C:1]2[C:12](=[CH:7][CH:8]=[CH:9][CH:10]=2)[CH:11]=[CH:4]1. The yield is 0.220. (5) The reactants are [NH2:1][C:2]1[N:7]=[CH:6][C:5]([C:8]#[C:9][C:10]2[CH:11]=[C:12]([NH:16][C:17](=[O:25])OC3C=CC=CC=3)[CH:13]=[CH:14][CH:15]=2)=[CH:4][N:3]=1.[NH2:26][C:27]1[S:28][C:29]([CH3:32])=[N:30][N:31]=1.C(N(CC)CC)C. The catalyst is C1COCC1. The product is [NH2:1][C:2]1[N:3]=[CH:4][C:5]([C:8]#[C:9][C:10]2[CH:11]=[C:12]([NH:16][C:17]([NH:26][C:27]3[S:28][C:29]([CH3:32])=[N:30][N:31]=3)=[O:25])[CH:13]=[CH:14][CH:15]=2)=[CH:6][N:7]=1. The yield is 0.800. (6) The reactants are [O:1]([C@H:9]1[CH2:14][CH2:13][C@H:12]2[C@H:15]3[C@H:24]([CH2:25][CH2:26][C@:10]12[CH3:11])[C:23]1[CH:22]=[CH:21][C:20]([O:27][CH3:28])=[CH:19][C:18]=1[CH:17]([OH:29])[CH2:16]3)[Si:2]([C:5]([CH3:8])([CH3:7])[CH3:6])([CH3:4])[CH3:3]. The catalyst is ClCCl.[O-2].[O-2].[Mn+4]. The product is [O:1]([C@H:9]1[CH2:14][CH2:13][C@H:12]2[C@H:15]3[C@H:24]([CH2:25][CH2:26][C@:10]12[CH3:11])[C:23]1[CH:22]=[CH:21][C:20]([O:27][CH3:28])=[CH:19][C:18]=1[C:17](=[O:29])[CH2:16]3)[Si:2]([C:5]([CH3:8])([CH3:7])[CH3:6])([CH3:4])[CH3:3]. The yield is 0.790. (7) The reactants are [CH3:1][N:2]1[C:10]2[CH:9]=[C:8]([N:11]3[CH:16]=[CH:15][C:14]([C:17]4[CH:18]=[N:19][C:20]([C:23]([F:26])([F:25])[F:24])=[CH:21][CH:22]=4)=[CH:13][C:12]3=[O:27])[CH:7]=[CH:6][C:5]=2[C:4]2[CH2:28][NH:29][CH2:30][CH2:31][C:3]1=2.[C:32]1(N)C(F)=C(F)C(F)=C(N)C=1F.Cl.Cl. No catalyst specified. The product is [CH3:32][N:29]1[CH2:30][CH2:31][C:3]2[N:2]([CH3:1])[C:10]3[CH:9]=[C:8]([N:11]4[CH:16]=[CH:15][C:14]([C:17]5[CH:18]=[N:19][C:20]([C:23]([F:24])([F:25])[F:26])=[CH:21][CH:22]=5)=[CH:13][C:12]4=[O:27])[CH:7]=[CH:6][C:5]=3[C:4]=2[CH2:28]1. The yield is 0.290. (8) The reactants are [CH:1]([C:4]1[CH:9]=[CH:8][C:7]([S:10]([NH:13][C:14]2[CH:22]=[CH:21][CH:20]=[C:19]3[C:15]=2[CH2:16][CH:17]([CH2:23][NH:24]C(=O)CC)[CH2:18]3)(=[O:12])=[O:11])=[CH:6][CH:5]=1)([CH3:3])[CH3:2]. The catalyst is C(O)CCC. The product is [CH:1]([C:4]1[CH:5]=[CH:6][C:7]([S:10]([NH:13][C:14]2[CH:22]=[CH:21][CH:20]=[C:19]3[C:15]=2[CH2:16][CH:17]([CH2:23][NH2:24])[CH2:18]3)(=[O:12])=[O:11])=[CH:8][CH:9]=1)([CH3:3])[CH3:2]. The yield is 0.180. (9) The reactants are [CH3:1][O:2][C:3]([CH:5](P(OC)(OC)=O)[NH:6][C:7]([O:9][CH2:10][C:11]1[CH:16]=[CH:15][CH:14]=[CH:13][CH:12]=1)=[O:8])=[O:4].CN(C)C(=N)N(C)C.[C:31]([O:35][C:36]([N:38]1[C:46]2[C:41](=[CH:42][C:43]([CH:47]=O)=[CH:44][CH:45]=2)[CH:40]=[N:39]1)=[O:37])([CH3:34])([CH3:33])[CH3:32]. The catalyst is O1CCCC1. The product is [C:31]([O:35][C:36]([N:38]1[C:46]2[C:41](=[CH:42][C:43]([CH:47]=[C:5]([NH:6][C:7]([O:9][CH2:10][C:11]3[CH:12]=[CH:13][CH:14]=[CH:15][CH:16]=3)=[O:8])[C:3]([O:2][CH3:1])=[O:4])=[CH:44][CH:45]=2)[CH:40]=[N:39]1)=[O:37])([CH3:34])([CH3:33])[CH3:32]. The yield is 0.850.